From a dataset of Catalyst prediction with 721,799 reactions and 888 catalyst types from USPTO. Predict which catalyst facilitates the given reaction. Reactant: [CH2:1]([O:8][C:9](=[O:28])[NH:10][CH2:11][C@H:12]1[CH2:17][CH2:16][C@H:15]([C:18]2[N:22]3[CH:23]=[CH:24][N:25]=[C:26]([Cl:27])[C:21]3=[CH:20][N:19]=2)[CH2:14][CH2:13]1)[C:2]1[CH:7]=[CH:6][CH:5]=[CH:4][CH:3]=1.C1C(=O)N([I:36])C(=O)C1. Product: [CH2:1]([O:8][C:9](=[O:28])[NH:10][CH2:11][C@H:12]1[CH2:17][CH2:16][C@H:15]([C:18]2[N:22]3[CH:23]=[CH:24][N:25]=[C:26]([Cl:27])[C:21]3=[C:20]([I:36])[N:19]=2)[CH2:14][CH2:13]1)[C:2]1[CH:3]=[CH:4][CH:5]=[CH:6][CH:7]=1. The catalyst class is: 31.